This data is from Peptide-MHC class I binding affinity with 185,985 pairs from IEDB/IMGT. The task is: Regression. Given a peptide amino acid sequence and an MHC pseudo amino acid sequence, predict their binding affinity value. This is MHC class I binding data. (1) The peptide sequence is ELTASGGKVL. The MHC is HLA-A02:01 with pseudo-sequence HLA-A02:01. The binding affinity (normalized) is 0. (2) The peptide sequence is ILKEPVHGV. The MHC is HLA-A30:02 with pseudo-sequence HLA-A30:02. The binding affinity (normalized) is 0.